This data is from Catalyst prediction with 721,799 reactions and 888 catalyst types from USPTO. The task is: Predict which catalyst facilitates the given reaction. Reactant: Cl.[Cl:2][CH2:3][C:4]1[N:5]=[C:6]([NH2:9])[S:7][CH:8]=1.[CH3:10][O:11][C:12]1[CH:19]=[C:18]([O:20][CH3:21])[CH:17]=[CH:16][C:13]=1[CH:14]=O.CCN(C(C)C)C(C)C.C(O[BH-](OC(=O)C)OC(=O)C)(=O)C.[Na+]. Product: [Cl:2][CH2:3][C:4]1[N:5]=[C:6]([NH:9][CH2:14][C:13]2[CH:16]=[CH:17][C:18]([O:20][CH3:21])=[CH:19][C:12]=2[O:11][CH3:10])[S:7][CH:8]=1. The catalyst class is: 322.